This data is from Forward reaction prediction with 1.9M reactions from USPTO patents (1976-2016). The task is: Predict the product of the given reaction. (1) The product is: [Br:1][C:2]1[C:3]([CH3:20])=[C:4]([N:8]2[C:9](=[O:19])[CH:10]=[C:11]3[C:16]([O:17][CH3:18])=[CH:15][CH:14]=[CH:13][N:12]3[C:26]2=[O:27])[CH:5]=[CH:6][CH:7]=1. Given the reactants [Br:1][C:2]1[C:3]([CH3:20])=[C:4]([NH:8][C:9](=[O:19])[CH2:10][C:11]2[C:16]([O:17][CH3:18])=[CH:15][CH:14]=[CH:13][N:12]=2)[CH:5]=[CH:6][CH:7]=1.C1N=CN([C:26](N2C=NC=C2)=[O:27])C=1, predict the reaction product. (2) Given the reactants [C:1]([Cl:6])(=O)[C:2](Cl)=O.[Cl:7][C:8]1[NH:12][C:11]2[CH:13]=[C:14]([NH:20][C:21]([C:23]3[CH:28]=[CH:27][CH:26]=[CH:25][C:24]=3[C:29]([F:32])([F:31])[F:30])=[O:22])[CH:15]=[C:16]([C:17]([OH:19])=O)[C:10]=2[N:9]=1, predict the reaction product. The product is: [Cl:7][C:8]1[NH:12][C:11]2[CH:13]=[C:14]([NH:20][C:21]([C:23]3[CH:28]=[CH:27][CH:26]=[CH:25][C:24]=3[C:29]([F:32])([F:31])[F:30])=[O:22])[CH:15]=[C:16]([C:17]([NH:9][C:10]3[CH:11]=[CH:13][CH:2]=[C:1]([Cl:6])[C:16]=3[CH3:15])=[O:19])[C:10]=2[N:9]=1. (3) Given the reactants [O:1]1[CH2:6][CH2:5][CH2:4][CH2:3][CH:2]1[N:7]1[CH:11]=[C:10]([C:12]2[CH:13]=[C:14]3[C:18](=[CH:19][CH:20]=2)[N:17]([CH2:21][CH:22]2[CH2:27][CH2:26][N:25](C(OCC4C=CC=CC=4)=O)[CH2:24][CH2:23]2)[N:16]=[CH:15]3)[CH:9]=[N:8]1.CO.ClCCl, predict the reaction product. The product is: [NH:25]1[CH2:26][CH2:27][CH:22]([CH2:21][N:17]2[C:18]3[C:14](=[CH:13][C:12]([C:10]4[CH:9]=[N:8][N:7]([CH:2]5[CH2:3][CH2:4][CH2:5][CH2:6][O:1]5)[CH:11]=4)=[CH:20][CH:19]=3)[CH:15]=[N:16]2)[CH2:23][CH2:24]1. (4) The product is: [OH:3][C:4]1[CH2:5][O:6][CH2:7][CH2:8][C:9]=1[C:10]([O:12][CH2:13][CH3:14])=[O:11]. Given the reactants C([O:3][C:4](=O)[CH2:5][O:6][CH2:7][CH2:8][CH2:9][C:10]([O:12][CH2:13][CH3:14])=[O:11])C.CC(C)([O-])C.[K+].O1CCCC1.Cl, predict the reaction product. (5) The product is: [F:29][C:2]1([F:1])[CH2:7][CH2:6][N:5]([C:8]([C:10]2[N:11]([C:32]3[CH:33]=[CH:34][S:30][CH:31]=3)[C:12]3[C:17]([CH:18]=2)=[CH:16][C:15]([O:19][CH:20]2[CH2:25][CH2:24][N:23]([CH:26]([CH3:27])[CH3:28])[CH2:22][CH2:21]2)=[CH:14][CH:13]=3)=[O:9])[CH2:4][CH2:3]1. Given the reactants [F:1][C:2]1([F:29])[CH2:7][CH2:6][N:5]([C:8]([C:10]2[NH:11][C:12]3[C:17]([CH:18]=2)=[CH:16][C:15]([O:19][CH:20]2[CH2:25][CH2:24][N:23]([CH:26]([CH3:28])[CH3:27])[CH2:22][CH2:21]2)=[CH:14][CH:13]=3)=[O:9])[CH2:4][CH2:3]1.[S:30]1[CH:34]=[CH:33][C:32](B(O)O)=[CH:31]1, predict the reaction product. (6) Given the reactants [C:1]([C:3]1[C@@H:8]([C:9]2[CH:14]=[CH:13][C:12]([C:15]#[N:16])=[CH:11][CH:10]=2)[N:7]2[N:17]=[C:18]([N:20]([CH2:31][CH:32]3[CH2:34][CH2:33]3)C(=O)OCC3C=CC=CC=3)[N:19]=[C:6]2[N:5]([C:35]2[CH:40]=[CH:39][CH:38]=[C:37]([C:41]([F:44])([F:43])[F:42])[CH:36]=2)[C:4]=1[CH3:45])#[N:2], predict the reaction product. The product is: [C:15]([C:12]1[CH:11]=[CH:10][C:9]([C@H:8]2[N:7]3[N:17]=[C:18]([NH:20][CH2:31][CH:32]4[CH2:33][CH2:34]4)[N:19]=[C:6]3[N:5]([C:35]3[CH:40]=[CH:39][CH:38]=[C:37]([C:41]([F:43])([F:42])[F:44])[CH:36]=3)[C:4]([CH3:45])=[C:3]2[C:1]#[N:2])=[CH:14][CH:13]=1)#[N:16]. (7) Given the reactants [CH3:1][N:2]1[C:6]([C:7]2[CH:8]=[N:9][NH:10][C:11]=2[NH2:12])=[CH:5][CH:4]=[N:3]1.[Cl:13][C:14]1[CH:19]=[CH:18][C:17]([C:20](=O)[CH2:21][C:22](OCC)=[O:23])=[CH:16][C:15]=1[O:28][CH:29]([CH3:31])[CH3:30].CC1C=CC(S(O)(=O)=O)=CC=1, predict the reaction product. The product is: [Cl:13][C:14]1[CH:19]=[CH:18][C:17]([C:20]2[NH:12][C:11]3[N:10]([N:9]=[CH:8][C:7]=3[C:6]3[N:2]([CH3:1])[N:3]=[CH:4][CH:5]=3)[C:22](=[O:23])[CH:21]=2)=[CH:16][C:15]=1[O:28][CH:29]([CH3:31])[CH3:30].